This data is from Full USPTO retrosynthesis dataset with 1.9M reactions from patents (1976-2016). The task is: Predict the reactants needed to synthesize the given product. (1) The reactants are: [CH2:1]([NH:3][C:4]1[C:8]2[CH:9]=[N:10][C:11]([NH:13][C:14]([NH:16][C@@H:17]([C:19]3[CH:24]=[CH:23][CH:22]=[CH:21][CH:20]=3)[CH3:18])=[O:15])=[CH:12][C:7]=2[N:6](C(C2C=CC=CC=2)(C2C=CC=CC=2)C2C=CC=CC=2)[N:5]=1)[CH3:2].C([SiH](CC)CC)C. Given the product [CH2:1]([NH:3][C:4]1[C:8]2[CH:9]=[N:10][C:11]([NH:13][C:14]([NH:16][C@@H:17]([C:19]3[CH:20]=[CH:21][CH:22]=[CH:23][CH:24]=3)[CH3:18])=[O:15])=[CH:12][C:7]=2[NH:6][N:5]=1)[CH3:2], predict the reactants needed to synthesize it. (2) Given the product [C:26]([O:25][C:23]([N:22]1[C@@H:17]([C:11]2[CH:12]=[CH:13][CH:14]=[CH:15][CH:16]=2)[C@@H:18]([C:31]2[CH:32]=[CH:33][CH:34]=[CH:35][CH:36]=2)[O:19][C:20](=[O:30])[C@@H:21]1[CH2:42][CH2:41][CH2:40][CH2:39][CH2:38][Cl:37])=[O:24])([CH3:29])([CH3:27])[CH3:28], predict the reactants needed to synthesize it. The reactants are: C[Si]([N-][Si](C)(C)C)(C)C.[Na+].[C:11]1([C@@H:17]2[N:22]([C:23]([O:25][C:26]([CH3:29])([CH3:28])[CH3:27])=[O:24])[CH2:21][C:20](=[O:30])[O:19][C@@H:18]2[C:31]2[CH:36]=[CH:35][CH:34]=[CH:33][CH:32]=2)[CH:16]=[CH:15][CH:14]=[CH:13][CH:12]=1.[Cl:37][CH2:38][CH2:39][CH2:40][CH2:41][CH2:42]I.CN(P(N(C)C)(N(C)C)=O)C. (3) Given the product [Si:4]([O:5][CH:6]([CH2:7][O:8][Si:9]([C:10]([CH3:11])([CH3:12])[CH3:13])([CH3:15])[CH3:14])[CH2:16][CH2:17][C:22]1[N:27]=[C:26]([NH2:28])[N:25]=[C:24]([NH:29][C:30]2[CH:31]=[CH:32][C:33]([O:36][C:37]3[CH:42]=[CH:41][N:40]=[C:39]([C:43]([F:45])([F:46])[F:44])[CH:38]=3)=[CH:34][CH:35]=2)[CH:23]=1)([C:2]([CH3:20])([CH3:1])[CH3:3])([CH3:19])[CH3:18], predict the reactants needed to synthesize it. The reactants are: [CH3:1][C:2]([CH3:20])([Si:4]([CH3:19])([CH3:18])[O:5][CH:6]([CH:16]=[CH2:17])[CH2:7][O:8][Si:9]([CH3:15])([CH3:14])[C:10]([CH3:13])([CH3:12])[CH3:11])[CH3:3].Cl[C:22]1[N:27]=[C:26]([NH2:28])[N:25]=[C:24]([NH:29][C:30]2[CH:35]=[CH:34][C:33]([O:36][C:37]3[CH:42]=[CH:41][N:40]=[C:39]([C:43]([F:46])([F:45])[F:44])[CH:38]=3)=[CH:32][CH:31]=2)[CH:23]=1. (4) Given the product [Cl:19][CH2:12][C:10]1[N:11]=[C:7]([C:1]2[CH:6]=[CH:5][CH:4]=[CH:3][CH:2]=2)[O:8][C:9]=1[CH2:14][CH2:15][CH3:16], predict the reactants needed to synthesize it. The reactants are: [C:1]1([C:7]2[O:8][C:9]([CH2:14][CH2:15][CH3:16])=[C:10]([CH2:12]O)[N:11]=2)[CH:6]=[CH:5][CH:4]=[CH:3][CH:2]=1.S(Cl)([Cl:19])=O. (5) Given the product [C:1]([O:5][C:6]([N:8]1[CH2:14][CH2:13][CH2:12][N:11]([C:15]2[N:16]([CH2:33][C:34]3[N:35]=[C:36]([CH3:39])[S:37][CH:38]=3)[C:17]3[CH:23]=[CH:22][CH:21]=[CH:20][C:18]=3[N:19]=2)[CH2:10][CH2:9]1)=[O:7])([CH3:4])([CH3:2])[CH3:3], predict the reactants needed to synthesize it. The reactants are: [C:1]([O:5][C:6]([N:8]1[CH2:14][CH2:13][CH2:12][N:11]([C:15]2[NH:19][C:18]3[CH:20]=[CH:21][CH:22]=[CH:23][C:17]=3[N:16]=2)[CH2:10][CH2:9]1)=[O:7])([CH3:4])([CH3:3])[CH3:2].CN(C)C=O.[H-].[Na+].Cl.Cl[CH2:33][C:34]1[N:35]=[C:36]([CH3:39])[S:37][CH:38]=1. (6) Given the product [Br:1][C:2]1[CH:3]=[CH:4][C:5]([C:12]([O:14][CH3:15])=[O:13])=[N:6][C:7]=1[S:8]([CH:9]([CH3:11])[CH3:10])=[O:21], predict the reactants needed to synthesize it. The reactants are: [Br:1][C:2]1[CH:3]=[CH:4][C:5]([C:12]([O:14][CH3:15])=[O:13])=[N:6][C:7]=1[S:8][CH:9]([CH3:11])[CH3:10].ClC1C=C(C=CC=1)C(OO)=[O:21]. (7) Given the product [Br:13][C:10]1[CH:11]=[CH:12][C:6]2=[C:7]([CH:9]=1)[N:8]=[C:2]([NH:1][C:24]([O:23][C:20]([CH3:22])([CH3:21])[CH3:19])=[O:25])[CH2:3][C:4]([C:14]([O:16][CH2:17][CH3:18])=[O:15])=[CH:5]2, predict the reactants needed to synthesize it. The reactants are: [NH2:1][C:2]1[CH2:3][C:4]([C:14]([O:16][CH2:17][CH3:18])=[O:15])=[CH:5][C:6]2[CH:12]=[CH:11][C:10]([Br:13])=[CH:9][C:7]=2[N:8]=1.[CH3:19][C:20]([O:23][C:24](O[C:24]([O:23][C:20]([CH3:22])([CH3:21])[CH3:19])=[O:25])=[O:25])([CH3:22])[CH3:21].